From a dataset of Catalyst prediction with 721,799 reactions and 888 catalyst types from USPTO. Predict which catalyst facilitates the given reaction. (1) Reactant: [C:1]([O:20][CH2:21][C:22]([CH2:51][O:52][C:53](=[O:71])[CH2:54][CH2:55][CH2:56][CH2:57][CH2:58][CH2:59][CH2:60]/[CH:61]=[CH:62]\[CH2:63][CH2:64][CH2:65][CH2:66][CH2:67][CH2:68][CH2:69][CH3:70])([CH2:30][O:31][C:32](=[O:50])[CH2:33][CH2:34][CH2:35][CH2:36][CH2:37][CH2:38][CH2:39]/[CH:40]=[CH:41]\[CH2:42][CH2:43][CH2:44][CH2:45][CH2:46][CH2:47][CH2:48][CH3:49])[NH:23][CH2:24][CH2:25][S:26]([OH:29])(=[O:28])=[O:27])(=[O:19])[CH2:2][CH2:3][CH2:4][CH2:5][CH2:6][CH2:7][CH2:8]/[CH:9]=[CH:10]\[CH2:11][CH2:12][CH2:13][CH2:14][CH2:15][CH2:16][CH2:17][CH3:18].C(N(CC)CC)C.[C:79]1(=[O:85])[O:84][C:82](=[O:83])[CH2:81][CH2:80]1. Product: [C:1]([O:20][CH2:21][C:22]([CH2:30][O:31][C:32](=[O:50])[CH2:33][CH2:34][CH2:35][CH2:36][CH2:37][CH2:38][CH2:39]/[CH:40]=[CH:41]\[CH2:42][CH2:43][CH2:44][CH2:45][CH2:46][CH2:47][CH2:48][CH3:49])([CH2:51][O:52][C:53](=[O:71])[CH2:54][CH2:55][CH2:56][CH2:57][CH2:58][CH2:59][CH2:60]/[CH:61]=[CH:62]\[CH2:63][CH2:64][CH2:65][CH2:66][CH2:67][CH2:68][CH2:69][CH3:70])[N:23]([CH2:24][CH2:25][S:26]([OH:29])(=[O:28])=[O:27])[C:79](=[O:85])[CH2:80][CH2:81][C:82]([OH:84])=[O:83])(=[O:19])[CH2:2][CH2:3][CH2:4][CH2:5][CH2:6][CH2:7][CH2:8]/[CH:9]=[CH:10]\[CH2:11][CH2:12][CH2:13][CH2:14][CH2:15][CH2:16][CH2:17][CH3:18]. The catalyst class is: 1. (2) Reactant: [CH:1]1([CH2:4][O:5][C:6]2[CH:14]=[CH:13][C:9]3[O:10][CH2:11][O:12][C:8]=3[C:7]=2[C:15]2[C:16]3[NH:23][CH:22]=[C:21]([C:24](O)=[O:25])[C:17]=3[N:18]=[CH:19][N:20]=2)[CH2:3][CH2:2]1.Cl.CN(C)CCCN=C=NCC.C(N(CC)CC)C.ON1C2C=CC=CC=2N=N1.[C:56]([O:60][C:61]([N:63]1[CH2:68][CH2:67][CH:66]([NH2:69])[CH2:65][CH2:64]1)=[O:62])([CH3:59])([CH3:58])[CH3:57]. Product: [C:56]([O:60][C:61]([N:63]1[CH2:68][CH2:67][CH:66]([NH:69][C:24]([C:21]2[C:17]3[N:18]=[CH:19][N:20]=[C:15]([C:7]4[C:8]5[O:12][CH2:11][O:10][C:9]=5[CH:13]=[CH:14][C:6]=4[O:5][CH2:4][CH:1]4[CH2:3][CH2:2]4)[C:16]=3[NH:23][CH:22]=2)=[O:25])[CH2:65][CH2:64]1)=[O:62])([CH3:59])([CH3:57])[CH3:58]. The catalyst class is: 4. (3) Reactant: [F:1][C:2]1[CH:7]=[C:6]([F:8])[C:5]([C:9]2[CH:10]=[N:11][CH:12]=[N:13][CH:14]=2)=[CH:4][C:3]=1[C@@:15]([NH:27][S@@:28]([C:30]([CH3:33])([CH3:32])[CH3:31])=[O:29])([CH2:17][C:18]([C:20]1[O:24][C:23]([CH3:25])=[N:22][C:21]=1[CH3:26])=[O:19])[CH3:16].[H-].C(O[Al](OC(C)(C)C)OC(C)(C)C)(C)(C)C.[Li+].O.O.O.O.O.O.O.O.O.O.S([O-])([O-])(=O)=O.[Na+].[Na+]. Product: [F:1][C:2]1[CH:7]=[C:6]([F:8])[C:5]([C:9]2[CH:14]=[N:13][CH:12]=[N:11][CH:10]=2)=[CH:4][C:3]=1[C@@:15]([NH:27][S@@:28]([C:30]([CH3:33])([CH3:32])[CH3:31])=[O:29])([CH2:17][C@H:18]([C:20]1[O:24][C:23]([CH3:25])=[N:22][C:21]=1[CH3:26])[OH:19])[CH3:16]. The catalyst class is: 28. (4) Reactant: [NH2:1][CH2:2][CH2:3][CH2:4][N:5]1[C:13]2[C:8](=[CH:9][C:10]([F:14])=[CH:11][CH:12]=2)[C:7]2([O:19]CCCO2)[C:6]1=O.N. Product: [F:14][C:10]1[CH:11]=[CH:12][C:13]2[N:5]3[CH2:4][CH2:3][CH2:2][N:1]=[C:6]3[C:7](=[O:19])[C:8]=2[CH:9]=1. The catalyst class is: 14. (5) Reactant: [Cl:1][C:2]1[CH:19]=[CH:18][C:5]([CH2:6][N:7]2[C:15]3[C:14](=[O:16])[NH:13][C:12](=[O:17])[NH:11][C:10]=3[N:9]=[CH:8]2)=[CH:4][CH:3]=1.C1C(=O)N([Cl:27])C(=O)C1. Product: [Cl:27][C:8]1[N:7]([CH2:6][C:5]2[CH:18]=[CH:19][C:2]([Cl:1])=[CH:3][CH:4]=2)[C:15]2[C:14](=[O:16])[NH:13][C:12](=[O:17])[NH:11][C:10]=2[N:9]=1. The catalyst class is: 1. (6) The catalyst class is: 23. Product: [F:45][C:39]1[CH:40]=[C:41]([F:44])[CH:42]=[CH:43][C:38]=1[NH:37][C:35](=[O:36])[CH2:34][N:22]1[C:23](=[O:24])[C:18]2[C:17]([CH3:26])=[C:16]([C:14]([N:11]3[CH2:10][CH2:9][N:8]([C:3]4[CH:4]=[CH:5][CH:6]=[CH:7][C:2]=4[F:1])[CH2:13][CH2:12]3)=[O:15])[S:25][C:19]=2[N:20]=[CH:21]1. Reactant: [F:1][C:2]1[CH:7]=[CH:6][CH:5]=[CH:4][C:3]=1[N:8]1[CH2:13][CH2:12][N:11]([C:14]([C:16]2[S:25][C:19]3[N:20]=[CH:21][NH:22][C:23](=[O:24])[C:18]=3[C:17]=2[CH3:26])=[O:15])[CH2:10][CH2:9]1.C([O-])([O-])=O.[K+].[K+].Cl[CH2:34][C:35]([NH:37][C:38]1[CH:43]=[CH:42][C:41]([F:44])=[CH:40][C:39]=1[F:45])=[O:36].